Task: Predict the reaction yield, written as a fraction of the theoretical maximum amount of product (1.0 means a 100% yield; for example, 0.34 means a 34% yield).. Dataset: Reaction yield outcomes from USPTO patents with 853,638 reactions (1) The reactants are [C:1]([O:5][C:6](=[O:19])[CH2:7][CH2:8][NH:9][CH2:10][CH2:11][C:12]([O:14][C:15]([CH3:18])([CH3:17])[CH3:16])=[O:13])([CH3:4])([CH3:3])[CH3:2].[C:20]([O:24][C:25]([NH:27][O:28][CH2:29][C:30](O)=[O:31])=[O:26])([CH3:23])([CH3:22])[CH3:21].ON1C2C=CC=CC=2N=N1.CCN(C(C)C)C(C)C.Cl.CN(C)CCCN=C=NCC. The catalyst is CN(C=O)C. The product is [C:1]([O:5][C:6](=[O:19])[CH2:7][CH2:8][N:9]([C:30](=[O:31])[CH2:29][O:28][NH:27][C:25]([O:24][C:20]([CH3:22])([CH3:21])[CH3:23])=[O:26])[CH2:10][CH2:11][C:12]([O:14][C:15]([CH3:18])([CH3:17])[CH3:16])=[O:13])([CH3:4])([CH3:3])[CH3:2]. The yield is 0.770. (2) The reactants are [CH2:1]([O:5][C:6]1[CH:13]=[CH:12][C:9]([CH:10]=[O:11])=[CH:8][CH:7]=1)[CH:2]([CH3:4])[CH3:3].[Cl-].[Al+3].[Cl-].[Cl-].COC[C:21]([Cl:23])=O. The catalyst is [N+](C)([O-])=O. The product is [Cl:23][CH2:21][C:13]1[CH:12]=[C:9]([CH:8]=[CH:7][C:6]=1[O:5][CH2:1][CH:2]([CH3:4])[CH3:3])[CH:10]=[O:11]. The yield is 0.600. (3) The reactants are [CH3:1][N:2]([CH3:24])[C:3]1[N:23]=[C:6]2[CH:7]=[C:8]([NH:11][C:12]([C:14]3[N:18]([CH3:19])[N:17]=[CH:16][C:15]=3[C:20](O)=[O:21])=[O:13])[CH:9]=[CH:10][N:5]2[N:4]=1.[NH:25]1[CH2:28][CH2:27][CH2:26]1.CCCP(=O)=O.C(N(C(C)C)CC)(C)C. The product is [N:25]1([C:20]([C:15]2[CH:16]=[N:17][N:18]([CH3:19])[C:14]=2[C:12]([NH:11][C:8]2[CH:9]=[CH:10][N:5]3[N:4]=[C:3]([N:2]([CH3:1])[CH3:24])[N:23]=[C:6]3[CH:7]=2)=[O:13])=[O:21])[CH2:28][CH2:27][CH2:26]1. The catalyst is O1CCCC1. The yield is 0.709. (4) The reactants are [CH2:1]1[C:10]2[C:5](=[CH:6][CH:7]=[CH:8][CH:9]=2)[CH2:4][CH2:3][NH:2]1.[CH:11]1[N:16]=[C:15](Cl)[C:14]2[N:18]=[CH:19][N:20]([C@@H:21]3[O:25][C@H:24]([CH2:26][OH:27])[C@@H:23]([OH:28])[C@H:22]3[OH:29])[C:13]=2[N:12]=1.C(N(C(C)C)CC)(C)C. The catalyst is CN(C)C=O. The product is [CH2:1]1[C:10]2[C:5](=[CH:6][CH:7]=[CH:8][CH:9]=2)[CH2:4][CH2:3][N:2]1[C:15]1[N:16]=[CH:11][N:12]=[C:13]2[C:14]=1[N:18]=[CH:19][N:20]2[C@H:21]1[C@H:22]([OH:29])[C@H:23]([OH:28])[C@@H:24]([CH2:26][OH:27])[O:25]1. The yield is 0.520. (5) The reactants are [F:1][C:2]([F:17])([F:16])[C:3]1[CH:4]=[C:5]([C:9]2[S:10][CH:11]=[C:12]([CH2:14][OH:15])[N:13]=2)[CH:6]=[CH:7][CH:8]=1.[O:18]1[CH:23]=[CH:22][CH2:21][CH2:20][CH2:19]1.C(=O)([O-])O.[Na+]. The catalyst is C1(C)C=CC=CC=1.S(=O)(=O)(O)O. The product is [O:18]1[CH2:23][CH2:22][CH2:21][CH2:20][CH:19]1[O:15][CH2:14][C:12]1[N:13]=[C:9]([C:5]2[CH:6]=[CH:7][CH:8]=[C:3]([C:2]([F:1])([F:16])[F:17])[CH:4]=2)[S:10][CH:11]=1. The yield is 0.990. (6) The reactants are Cl[CH2:2][C:3]([OH:5])=[O:4].[CH3:6][C:7]([C:9]1[CH:14]=[C:13]([F:15])[CH:12]=[CH:11][C:10]=1[OH:16])=[O:8].[OH-].[Na+]. The catalyst is O. The product is [C:7]([C:9]1[CH:14]=[C:13]([F:15])[CH:12]=[CH:11][C:10]=1[O:16][CH2:2][C:3]([OH:5])=[O:4])(=[O:8])[CH3:6]. The yield is 0.570.